This data is from Forward reaction prediction with 1.9M reactions from USPTO patents (1976-2016). The task is: Predict the product of the given reaction. (1) Given the reactants [N:1]1[N:5]2[CH:6]=[C:7](OS(C(F)(F)F)(=O)=O)[CH:8]=[CH:9][C:4]2=[CH:3][CH:2]=1.[C:18]1([C:24]#[CH:25])[CH:23]=[CH:22][CH:21]=[CH:20][CH:19]=1, predict the reaction product. The product is: [C:18]1([C:24]#[C:25][C:7]2[CH:8]=[CH:9][C:4]3[N:5]([N:1]=[CH:2][CH:3]=3)[CH:6]=2)[CH:23]=[CH:22][CH:21]=[CH:20][CH:19]=1. (2) Given the reactants [C:1]([O:5][C:6]([N:8]1[CH2:13][CH2:12][C:11](=[CH:14][C:15]2[CH:20]=[CH:19][C:18]([Cl:21])=[C:17]([Cl:22])[CH:16]=2)[CH2:10][CH2:9]1)=[O:7])([CH3:4])([CH3:3])[CH3:2], predict the reaction product. The product is: [C:1]([O:5][C:6]([N:8]1[CH2:9][CH2:10][CH:11]([CH2:14][C:15]2[CH:20]=[CH:19][C:18]([Cl:21])=[C:17]([Cl:22])[CH:16]=2)[CH2:12][CH2:13]1)=[O:7])([CH3:4])([CH3:2])[CH3:3]. (3) Given the reactants [CH2:1]([C:5]1[N:6]=[C:7]([CH3:27])[NH:8][C:9](=[O:26])[C:10]=1[CH2:11][C:12]1[CH:17]=[CH:16][C:15]([C:18]2[C:19]([C:24]#[N:25])=[CH:20][CH:21]=[CH:22][CH:23]=2)=[CH:14][CH:13]=1)[CH2:2][CH2:3][CH3:4].N(C(N1CCCCC1)=O)=NC(N1CCCCC1)=O.C(P(CCCC)CCCC)CCC.[CH3:59][C:60]1[S:61][C:62]([CH2:66]O)=[C:63]([CH3:65])[N:64]=1.BrC1C(=O)N(CC2C=CC(C3C(C#N)=CC=CC=3)=CC=2)C(CCCC)=NC=1C, predict the reaction product. The product is: [CH2:1]([C:5]1[N:6]=[C:7]([CH3:27])[N:8]([CH2:66][C:62]2[S:61][C:60]([CH3:59])=[N:64][C:63]=2[CH3:65])[C:9](=[O:26])[C:10]=1[CH2:11][C:12]1[CH:17]=[CH:16][C:15]([C:18]2[C:19]([C:24]#[N:25])=[CH:20][CH:21]=[CH:22][CH:23]=2)=[CH:14][CH:13]=1)[CH2:2][CH2:3][CH3:4].